From a dataset of Retrosynthesis with 50K atom-mapped reactions and 10 reaction types from USPTO. Predict the reactants needed to synthesize the given product. (1) Given the product COC(=O)COc1cccc2c1c1c(C(N)=O)cccc1n2Cc1ccccn1, predict the reactants needed to synthesize it. The reactants are: COC(=O)CBr.NC(=O)c1cccc2c1c1c(O)cccc1n2Cc1ccccn1. (2) Given the product C=CC[C@@H](C(=O)OC)N(C)S(=O)(=O)CCC(F)(F)F, predict the reactants needed to synthesize it. The reactants are: C=CC[C@H](NC)C(=O)OC.O=S(=O)(Cl)CCC(F)(F)F. (3) The reactants are: COC(=O)[C@@H](N)Cc1ccc(Cl)c(Cl)c1.O=C(O)c1ccc(Br)cc1NS(=O)(=O)c1cccc2nsnc12. Given the product COC(=O)[C@H](Cc1ccc(Cl)c(Cl)c1)NC(=O)c1ccc(Br)cc1NS(=O)(=O)c1cccc2nsnc12, predict the reactants needed to synthesize it. (4) Given the product CC(=O)Nc1nc2ccc(-c3cnc(Cl)c(NS(=O)(=O)c4cccc(OC(F)F)c4)c3)nn2c1-c1ccncc1, predict the reactants needed to synthesize it. The reactants are: CC(=O)Nc1nc2ccc(-c3cnc(Cl)c(NS(=O)(=O)c4cccc(OC(F)F)c4)c3)nn2c1I.OB(O)c1ccncc1. (5) Given the product Cc1c(C(=O)OC(C)(C)C)[nH]c2c1C(=O)N(CCN1CCOCC1)CCC2, predict the reactants needed to synthesize it. The reactants are: CCOC(=O)c1c(CCCNCCN2CCOCC2)[nH]c(C(=O)OC(C)(C)C)c1C. (6) Given the product CCN(C(=O)c1ncc(Cl)cc1NS(=O)(=O)c1ccc(Cl)c(C(F)(F)F)c1)c1n[nH]c2ccccc12, predict the reactants needed to synthesize it. The reactants are: CCN(C(=O)c1ncc(Cl)cc1NS(=O)(=O)c1ccc(Cl)c(C(F)(F)F)c1)c1nn(C(=O)OC(C)(C)C)c2ccccc12. (7) The reactants are: CCCN(CCC)Cc1cc(-c2c[nH]c(=O)c3cccc(O)c23)ccc1OC. Given the product CCCN(CCC)Cc1cc(-c2c[nH]c(=O)c3cccc(O)c23)ccc1O, predict the reactants needed to synthesize it. (8) Given the product C[C@]12CC[C@H]3[C@@H](CC=C4NC(=O)CC[C@@]43C)[C@@H]1CC[C@@H]2C(=O)NC(Cc1cccs1)c1cccs1, predict the reactants needed to synthesize it. The reactants are: C[C@]12CC[C@H]3[C@@H](CC=C4NC(=O)CC[C@@]43C)[C@@H]1CC[C@@H]2C(=O)O.NC(Cc1cccs1)c1cccs1. (9) Given the product Cc1cc2c(c(C)c1N)OCO2, predict the reactants needed to synthesize it. The reactants are: Cc1cc2c(c(C)c1[N+](=O)[O-])OCO2.